Dataset: Forward reaction prediction with 1.9M reactions from USPTO patents (1976-2016). Task: Predict the product of the given reaction. (1) Given the reactants [C@H:1]1([NH:10][C:11]2[CH:20]=[CH:19][C:18]3[C:17]([NH2:21])=[CH:16][CH:15]=[CH:14][C:13]=3[N:12]=2)[C:9]2[C:4](=[CH:5][CH:6]=[CH:7][CH:8]=2)[CH2:3][CH2:2]1.C(N(CC)CC)C.ClC(Cl)(O[C:33](=[O:39])OC(Cl)(Cl)Cl)Cl.[CH3:41][N:42]1[CH2:47][CH2:46][NH:45][CH2:44][CH2:43]1, predict the reaction product. The product is: [C@H:1]1([NH:10][C:11]2[CH:20]=[CH:19][C:18]3[C:13](=[CH:14][CH:15]=[CH:16][C:17]=3[NH:21][C:33]([N:45]3[CH2:46][CH2:47][N:42]([CH3:41])[CH2:43][CH2:44]3)=[O:39])[N:12]=2)[C:9]2[C:4](=[CH:5][CH:6]=[CH:7][CH:8]=2)[CH2:3][CH2:2]1. (2) Given the reactants [CH3:1][O:2][C:3](=[O:15])[CH2:4][C@H:5]1[C:9]2[CH:10]=[CH:11][C:12]([OH:14])=[CH:13][C:8]=2[O:7][CH2:6]1.[Br:16][C:17]1[C:25]([C:26]([F:29])([F:28])[F:27])=[CH:24][CH:23]=[C:22]2[C:18]=1[CH2:19][CH2:20][C@@H:21]2O, predict the reaction product. The product is: [CH3:1][O:2][C:3](=[O:15])[CH2:4][C@H:5]1[C:9]2[CH:10]=[CH:11][C:12]([O:14][C@H:21]3[C:22]4[C:18](=[C:17]([Br:16])[C:25]([C:26]([F:27])([F:28])[F:29])=[CH:24][CH:23]=4)[CH2:19][CH2:20]3)=[CH:13][C:8]=2[O:7][CH2:6]1.